This data is from Peptide-MHC class I binding affinity with 185,985 pairs from IEDB/IMGT. The task is: Regression. Given a peptide amino acid sequence and an MHC pseudo amino acid sequence, predict their binding affinity value. This is MHC class I binding data. The peptide sequence is RDWAHNGL. The MHC is HLA-B40:02 with pseudo-sequence HLA-B40:02. The binding affinity (normalized) is 0.505.